Dataset: Experimental lipophilicity measurements (octanol/water distribution) for 4,200 compounds from AstraZeneca. Task: Regression/Classification. Given a drug SMILES string, predict its absorption, distribution, metabolism, or excretion properties. Task type varies by dataset: regression for continuous measurements (e.g., permeability, clearance, half-life) or binary classification for categorical outcomes (e.g., BBB penetration, CYP inhibition). For this dataset (lipophilicity_astrazeneca), we predict Y. (1) The drug is O=[N+]([O-])c1c(Cl)c(Cl)cc2nc(O)c(O)nc12. The Y is 0.210 logD. (2) The compound is CCCCCSc1nc(O)c2sc(N)nc2n1. The Y is 2.86 logD. (3) The drug is CC(C)(C(=O)O)c1ccc(C(O)CCCN2CCC(C(O)(c3ccccc3)c3ccccc3)CC2)cc1. The Y is 0.420 logD. (4) The drug is Oc1cccc2nc(-c3ccccc3)cc(O)c12. The Y is 3.37 logD.